This data is from Full USPTO retrosynthesis dataset with 1.9M reactions from patents (1976-2016). The task is: Predict the reactants needed to synthesize the given product. (1) Given the product [CH3:7][C:6]1[CH:5]=[C:4]([CH:8]2[CH2:11][C:10]3([CH2:12][CH2:13][N:14]([C:17]([NH:41][C:38]4[N:39]=[N:40][C:35]([C:29]5[CH:34]=[CH:33][CH:32]=[CH:31][CH:30]=5)=[N:36][N:37]=4)=[O:18])[CH2:15][CH2:16]3)[CH2:9]2)[CH:3]=[CH:2][CH:1]=1, predict the reactants needed to synthesize it. The reactants are: [CH3:1][C:2]1[CH:3]=[C:4]([CH:8]2[CH2:11][C:10]3([CH2:16][CH2:15][N:14]([C:17](OC4C=CC([N+]([O-])=O)=CC=4)=[O:18])[CH2:13][CH2:12]3)[CH2:9]2)[CH:5]=[CH:6][CH:7]=1.[C:29]1([C:35]2[N:40]=[N:39][C:38]([NH2:41])=[N:37][N:36]=2)[CH:34]=[CH:33][CH:32]=[CH:31][CH:30]=1.C(O)(C(F)(F)F)=O.CC#N. (2) The reactants are: CO[C:3]([CH:5]1[CH2:10][CH2:9][N:8]([C:11]([O:13][C:14]([CH3:17])([CH3:16])[CH3:15])=[O:12])[CH2:7][CH2:6]1)=[O:4].C[Si](C)(C)N[Si](C)(C)C.[K].[C:28](Cl)(=O)[C:29]1[CH:34]=[CH:33][CH:32]=[CH:31][CH:30]=1.O.[NH2:38][NH2:39]. Given the product [C:14]([O:13][C:11]([N:8]1[CH2:7][CH2:6][C:5]2([C:28]([C:29]3[CH:34]=[CH:33][CH:32]=[CH:31][CH:30]=3)=[N:39][NH:38][C:3]2=[O:4])[CH2:10][CH2:9]1)=[O:12])([CH3:15])([CH3:16])[CH3:17], predict the reactants needed to synthesize it.